Dataset: Peptide-MHC class II binding affinity with 134,281 pairs from IEDB. Task: Regression. Given a peptide amino acid sequence and an MHC pseudo amino acid sequence, predict their binding affinity value. This is MHC class II binding data. The peptide sequence is QKLIEDINASFRAAM. The MHC is DRB1_0301 with pseudo-sequence DRB1_0301. The binding affinity (normalized) is 0.704.